This data is from Full USPTO retrosynthesis dataset with 1.9M reactions from patents (1976-2016). The task is: Predict the reactants needed to synthesize the given product. (1) Given the product [C:1]([C:5]1[CH:39]=[CH:38][CH:37]=[CH:36][C:6]=1[O:7][C:8]1[CH:13]=[CH:12][C:11]([C:14]2[CH:19]=[CH:18][C:17]([OH:20])=[C:16]([C:22]([OH:24])=[O:23])[CH:15]=2)=[CH:10][C:9]=1[NH:25][C:26]([NH:28][C:29]1[CH:30]=[CH:31][C:32]([CH3:35])=[CH:33][CH:34]=1)=[O:27])([CH3:4])([CH3:2])[CH3:3], predict the reactants needed to synthesize it. The reactants are: [C:1]([C:5]1[CH:39]=[CH:38][CH:37]=[CH:36][C:6]=1[O:7][C:8]1[CH:13]=[CH:12][C:11]([C:14]2[CH:19]=[CH:18][C:17]([O:20]C)=[C:16]([C:22]([OH:24])=[O:23])[CH:15]=2)=[CH:10][C:9]=1[NH:25][C:26]([NH:28][C:29]1[CH:34]=[CH:33][C:32]([CH3:35])=[CH:31][CH:30]=1)=[O:27])([CH3:4])([CH3:3])[CH3:2].B(Br)(Br)Br. (2) Given the product [Cl:1][C:2]1[CH:7]=[CH:6][C:5]([C:8](=[N:18][O:16][CH3:17])[CH2:9][CH2:10][C:11]([O:13][CH2:25][CH3:26])=[O:12])=[CH:4][CH:3]=1, predict the reactants needed to synthesize it. The reactants are: [Cl:1][C:2]1[CH:7]=[CH:6][C:5]([C:8](=O)[CH2:9][CH2:10][C:11]([OH:13])=[O:12])=[CH:4][CH:3]=1.Cl.[O:16]([NH2:18])[CH3:17].C(=O)([O-])[O-].[Na+].[Na+].[CH2:25](O)[CH3:26].